The task is: Predict the product of the given reaction.. This data is from Forward reaction prediction with 1.9M reactions from USPTO patents (1976-2016). The product is: [C:7]([C:6]1[CH:9]=[CH:10][C:3]([CH:1]=[C:15]([C:14](=[O:13])[CH3:21])[C:16]([O:18][CH2:19][CH3:20])=[O:17])=[C:4]([O:11][CH3:12])[CH:5]=1)#[N:8]. Given the reactants [CH:1]([C:3]1[CH:10]=[CH:9][C:6]([C:7]#[N:8])=[CH:5][C:4]=1[O:11][CH3:12])=O.[O:13]=[C:14]([CH3:21])[CH2:15][C:16]([O:18][CH2:19][CH3:20])=[O:17].C(O)(=O)C.N1CCCCC1, predict the reaction product.